This data is from Reaction yield outcomes from USPTO patents with 853,638 reactions. The task is: Predict the reaction yield, written as a fraction of the theoretical maximum amount of product (1.0 means a 100% yield; for example, 0.34 means a 34% yield). (1) The reactants are [CH2:1]([N:8]([CH2:14][CH2:15][OH:16])[CH2:9][CH:10](Cl)[C:11]#[N:12])[C:2]1[CH:7]=[CH:6][CH:5]=[CH:4][CH:3]=1.C([O-])(C)(C)C.[K+].C(=O)([O-])[O-].[Na+].[Na+]. The catalyst is O1CCCC1. The product is [CH2:1]([N:8]1[CH2:14][CH2:15][O:16][CH:10]([C:11]#[N:12])[CH2:9]1)[C:2]1[CH:7]=[CH:6][CH:5]=[CH:4][CH:3]=1. The yield is 0.410. (2) The reactants are [H-].[Na+].[C:3]([O:7][C:8]([NH:10][C:11]1[S:12][C:13]([C:16]([O:18][CH2:19][CH3:20])=[O:17])=[CH:14][N:15]=1)=[O:9])([CH3:6])([CH3:5])[CH3:4].I[CH3:22].[OH-].[Na+]. The catalyst is C1COCC1.O. The product is [C:3]([O:7][C:8]([N:10]([CH3:22])[C:11]1[S:12][C:13]([C:16]([O:18][CH2:19][CH3:20])=[O:17])=[CH:14][N:15]=1)=[O:9])([CH3:6])([CH3:5])[CH3:4]. The yield is 0.450. (3) The product is [C:18]12([NH:28][CH2:13][C:12]3[CH:15]=[CH:16][C:9]([O:8][CH2:1][C:2]4[CH:7]=[CH:6][CH:5]=[CH:4][CH:3]=4)=[CH:10][C:11]=3[OH:17])[CH2:25][CH:24]3[CH2:23][CH:22]([CH2:21][CH:20]([CH2:26]3)[CH2:19]1)[CH2:27]2. The reactants are [CH2:1]([O:8][C:9]1[CH:16]=[CH:15][C:12]([CH:13]=O)=[C:11]([OH:17])[CH:10]=1)[C:2]1[CH:7]=[CH:6][CH:5]=[CH:4][CH:3]=1.[C:18]12([NH2:28])[CH2:27][CH:22]3[CH2:23][CH:24]([CH2:26][CH:20]([CH2:21]3)[CH2:19]1)[CH2:25]2. No catalyst specified. The yield is 0.690. (4) The reactants are [Br:1][C:2]1[CH:13]=[N:12][C:5]2[NH:6][C:7](=[O:11])[CH2:8][NH:9][CH2:10][C:4]=2[CH:3]=1.[C:14]([O:18][C:19](=[O:22])[CH2:20]Br)([CH3:17])([CH3:16])[CH3:15].C(N(CC)CC)C. The catalyst is CN(C=O)C.O. The product is [C:14]([O:18][C:19](=[O:22])[CH2:20][N:9]1[CH2:10][C:4]2[CH:3]=[C:2]([Br:1])[CH:13]=[N:12][C:5]=2[NH:6][C:7](=[O:11])[CH2:8]1)([CH3:17])([CH3:16])[CH3:15]. The yield is 0.480.